From a dataset of Reaction yield outcomes from USPTO patents with 853,638 reactions. Predict the reaction yield, written as a fraction of the theoretical maximum amount of product (1.0 means a 100% yield; for example, 0.34 means a 34% yield). (1) The reactants are [F:1][C:2]([F:12])([F:11])[C:3]1[CH:10]=[CH:9][C:6]([CH:7]=[O:8])=[CH:5][CH:4]=1.[CH3:13]/[C:14](/[C:17]([CH3:19])=O)=[N:15]\[OH:16].[ClH:20].COC(C)(C)C. The catalyst is C(O)(=O)C. The product is [ClH:20].[CH3:13][C:14]1[N+:15]([O-:16])=[C:7]([C:6]2[CH:9]=[CH:10][C:3]([C:2]([F:11])([F:12])[F:1])=[CH:4][CH:5]=2)[O:8][C:17]=1[CH3:19]. The yield is 0.910. (2) The reactants are [Br:1]N1C(=O)CCC1=O.[CH3:9][C:10]1[CH:14]=[C:13]([NH:15][S:16]([C:19]2[CH:24]=[CH:23][C:22]([C:25]3[CH:30]=[CH:29][C:28]([CH3:31])=[CH:27][CH:26]=3)=[CH:21][CH:20]=2)(=[O:18])=[O:17])[O:12][N:11]=1. The catalyst is C(Cl)(Cl)Cl.ClCCl. The product is [Br:1][C:14]1[C:10]([CH3:9])=[N:11][O:12][C:13]=1[NH:15][S:16]([C:19]1[CH:20]=[CH:21][C:22]([C:25]2[CH:30]=[CH:29][C:28]([CH3:31])=[CH:27][CH:26]=2)=[CH:23][CH:24]=1)(=[O:18])=[O:17]. The yield is 0.860.